From a dataset of Forward reaction prediction with 1.9M reactions from USPTO patents (1976-2016). Predict the product of the given reaction. (1) The product is: [Cl:1][C:2]1[CH:7]=[C:6]([N+:8]([O-:10])=[O:9])[CH:5]=[C:4]([Cl:11])[C:3]=1[C:15]1[CH:16]=[CH:17][CH:18]=[CH:19][C:14]=1[F:13]. Given the reactants [Cl:1][C:2]1[CH:7]=[C:6]([N+:8]([O-:10])=[O:9])[CH:5]=[C:4]([Cl:11])[C:3]=1I.[F:13][C:14]1[CH:19]=[CH:18][CH:17]=[CH:16][C:15]=1B(O)O.C(=O)([O-])[O-].[Na+].[Na+], predict the reaction product. (2) Given the reactants [C:1]1([CH2:7][O:8][C:9]2[C:19]3[O:18][CH2:17][CH2:16][NH:15][CH2:14][C:13]=3[CH:12]=[CH:11][CH:10]=2)[CH:6]=[CH:5][CH:4]=[CH:3][CH:2]=1.[O:20](C(OC(C)(C)C)=O)[C:21]([O:23][C:24]([CH3:27])([CH3:26])[CH3:25])=O, predict the reaction product. The product is: [C:1]1([CH2:7][O:8][C:9]2[C:19]3[O:18][CH2:17][CH2:16][N:15]([C:21]([O:23][C:24]([CH3:27])([CH3:26])[CH3:25])=[O:20])[CH2:14][C:13]=3[CH:12]=[CH:11][CH:10]=2)[CH:6]=[CH:5][CH:4]=[CH:3][CH:2]=1. (3) Given the reactants Br[C:2]1[C:3](=[O:36])[N:4]([CH2:21][CH2:22][C:23]2[CH:35]=[CH:34][C:26]([C:27]([O:29][C:30]([CH3:33])([CH3:32])[CH3:31])=[O:28])=[CH:25][CH:24]=2)[C:5]([CH2:11][N:12]2[CH2:16][CH2:15][CH2:14][C@@H:13]2[CH2:17][CH:18]([CH3:20])[CH3:19])=[C:6]([CH:8]2[CH2:10][CH2:9]2)[CH:7]=1.[CH3:37]B(O)O.P([O-])([O-])([O-])=O.[K+].[K+].[K+].O, predict the reaction product. The product is: [CH:8]1([C:6]2[CH:7]=[C:2]([CH3:37])[C:3](=[O:36])[N:4]([CH2:21][CH2:22][C:23]3[CH:35]=[CH:34][C:26]([C:27]([O:29][C:30]([CH3:33])([CH3:32])[CH3:31])=[O:28])=[CH:25][CH:24]=3)[C:5]=2[CH2:11][N:12]2[CH2:16][CH2:15][CH2:14][C@@H:13]2[CH2:17][CH:18]([CH3:20])[CH3:19])[CH2:9][CH2:10]1.